This data is from Full USPTO retrosynthesis dataset with 1.9M reactions from patents (1976-2016). The task is: Predict the reactants needed to synthesize the given product. (1) Given the product [CH3:1][O:2][C:3]1[CH:4]=[C:5]2[C:10](=[CH:11][CH:12]=1)[CH:9]=[C:8]([CH2:13][OH:14])[CH:7]=[CH:6]2, predict the reactants needed to synthesize it. The reactants are: [CH3:1][O:2][C:3]1[CH:4]=[C:5]2[C:10](=[CH:11][CH:12]=1)[CH:9]=[C:8]([C:13](O)=[O:14])[CH:7]=[CH:6]2.[H-].[Al+3].[Li+].[H-].[H-].[H-].O.[OH-].[Na+]. (2) Given the product [CH2:14]([N:11]1[CH2:12][CH2:13][NH:8][CH2:9][CH:10]1[C:16]1[CH:21]=[CH:20][CH:19]=[CH:18][CH:17]=1)[CH3:15], predict the reactants needed to synthesize it. The reactants are: C([N:8]1[CH2:13][CH2:12][N:11]([CH2:14][CH3:15])[CH:10]([C:16]2[CH:21]=[CH:20][CH:19]=[CH:18][CH:17]=2)[CH2:9]1)(OC(C)(C)C)=O.CCOCC.Cl.Cl. (3) Given the product [Cl:10][C:11]1[CH:19]=[CH:18][C:14]([C:15](=[O:16])[NH:64][CH2:63][C:62]2[CH:65]=[CH:66][CH:67]=[CH:68][C:61]=2[Cl:60])=[CH:13][C:12]=1[NH:20][C:21]([C:23]1[C:34](=[O:35])[NH:33][C:26]2[N:27]=[C:28]([O:31][CH3:32])[N:29]=[CH:30][C:25]=2[CH:24]=1)=[O:22], predict the reactants needed to synthesize it. The reactants are: C(N(C(C)C)CC)(C)C.[Cl:10][C:11]1[CH:19]=[CH:18][C:14]([C:15](O)=[O:16])=[CH:13][C:12]=1[NH:20][C:21]([C:23]1[C:34](=[O:35])[NH:33][C:26]2[N:27]=[C:28]([O:31][CH3:32])[N:29]=[CH:30][C:25]=2[CH:24]=1)=[O:22].CN(C(ON1N=NC2C=CC=CC1=2)=[N+](C)C)C.F[P-](F)(F)(F)(F)F.[Cl:60][C:61]1[CH:68]=[CH:67][CH:66]=[CH:65][C:62]=1[CH2:63][NH2:64].